This data is from HIV replication inhibition screening data with 41,000+ compounds from the AIDS Antiviral Screen. The task is: Binary Classification. Given a drug SMILES string, predict its activity (active/inactive) in a high-throughput screening assay against a specified biological target. (1) The compound is NC(=O)C(N)c1ccccc1. The result is 0 (inactive). (2) The molecule is Cc1ccc(C=Cc2nnc(NN=Cc3ccc4c(c3)OCO4)nc2O)cc1. The result is 0 (inactive). (3) The molecule is FC(F)(F)c1cccnc1Sc1nc2ccccc2s1. The result is 0 (inactive).